From a dataset of Drug-target binding data from BindingDB using IC50 measurements. Regression. Given a target protein amino acid sequence and a drug SMILES string, predict the binding affinity score between them. We predict pIC50 (pIC50 = -log10(IC50 in M); higher means more potent). Dataset: bindingdb_ic50. (1) The compound is Cc1ccc(C(=O)NNC(=O)CSc2nnc3c(n2)[nH]c2ccc(F)cc23)cc1. The target is TRQARRNRRRRWRERQR. The pIC50 is 4.1. (2) The small molecule is CNCCNC(=O)CN(CC(=O)N(C)N1Cc2ccccc2C1)c1cc(Cl)ccc1Oc1ccc(Cl)cc1.Cl. The target protein (P23526) has sequence MSDKLPYKVADIGLAAWGRKALDIAENEMPGLMRMRERYSASKPLKGARIAGCLHMTVETAVLIETLVTLGAEVQWSSCNIFSTQDHAAAAIAKAGIPVYAWKGETDEEYLWCIEQTLYFKDGPLNMILDDGGDLTNLIHTKYPQLLPGIRGISEETTTGVHNLYKMMANGILKVPAINVNDSVTKSKFDNLYGCRESLIDGIKRATDVMIAGKVAVVAGYGDVGKGCAQALRGFGARVIITEIDPINALQAAMEGYEVTTMDEACQEGNIFVTTTGCIDIILGRHFEQMKDDAIVCNIGHFDVEIDVKWLNENAVEKVNIKPQVDRYRLKNGRRIILLAEGRLVNLGCAMGHPSFVMSNSFTNQVMAQIELWTHPDKYPVGVHFLPKKLDEAVAEAHLGKLNVKLTKLTEKQAQYLGMSCDGPFKPDHYRY. The pIC50 is 8.3. (3) The drug is CCCCCCOc1nsnc1OC1CN2CCC1CC2. The target protein (P08482) has sequence MNTSVPPAVSPNITVLAPGKGPWQVAFIGITTGLLSLATVTGNLLVLISFKVNTELKTVNNYFLLSLACADLIIGTFSMNLYTTYLLMGHWALGTLACDLWLALDYVASNASVMNLLLISFDRYFSVTRPLSYRAKRTPRRAALMIGLAWLVSFVLWAPAILFWQYLVGERTVLAGQCYIQFLSQPIITFGTAMAAFYLPVTVMCTLYWRIYRETENRARELAALQGSETPGKGGGSSSSSERSQPGAEGSPESPPGRCCRCCRAPRLLQAYSWKEEEEEDEGSMESLTSSEGEEPGSEVVIKMPMVDSEAQAPTKQPPKSSPNTVKRPTKKGRDRGGKGQKPRGKEQLAKRKTFSLVKEKKAARTLSAILLAFILTWTPYNIMVLVSTFCKDCVPETLWELGYWLCYVNSTVNPMCYALCNKAFRDTFRLLLLCRWDKRRWRKIPKRPGSVHRTPSRQC. The pIC50 is 7.9. (4) The small molecule is CCOC(=O)c1ccc(NC(=O)c2[nH]cnc2C(=O)N[C@@H](Cc2ccccc2)C(=O)OC(C)(C)C)cc1. The target protein (P22696) has sequence MPSDVASRTGLPTPWTVRYSKSKKREYFFNPETKHSQWEEPEGTNKDQLHKHLRDHPVRVRCLHILIKHKDSRRPASHRSENITISKQDATDELKTLITRLDDDSKTNSFEALAKERSDCSSYKRGGDLGWFGRGEMQPSFEDAAFQLKVGEVSDIVESGSGVHVIKRVG. The pIC50 is 5.0. (5) The compound is c1ccc(NC[C@@H]2CCN(CCc3c[nH]c4ccc(-n5cnnc5)cc34)C2)cc1. The target protein (P28222) has sequence MEEPGAQCAPPPPAGSETWVPQANLSSAPSQNCSAKDYIYQDSISLPWKVLLVMLLALITLATTLSNAFVIATVYRTRKLHTPANYLIASLAVTDLLVSILVMPISTMYTVTGRWTLGQVVCDFWLSSDITCCTASILHLCVIALDRYWAITDAVEYSAKRTPKRAAVMIALVWVFSISISLPPFFWRQAKAEEEVSECVVNTDHILYTVYSTVGAFYFPTLLLIALYGRIYVEARSRILKQTPNRTGKRLTRAQLITDSPGSTSSVTSINSRVPDVPSESGSPVYVNQVKVRVSDALLEKKKLMAARERKATKTLGIILGAFIVCWLPFFIISLVMPICKDACWFHLAIFDFFTWLGYLNSLINPIIYTMSNEDFKQAFHKLIRFKCTS. The pIC50 is 7.1. (6) The small molecule is COc1cc2oc3c(C)c(OC)c(CC=C(C)C)c(O)c3c(=O)c2c(CC=C(C)C)c1OC. The target protein (Q04206) has sequence MDELFPLIFPAEPAQASGPYVEIIEQPKQRGMRFRYKCEGRSAGSIPGERSTDTTKTHPTIKINGYTGPGTVRISLVTKDPPHRPHPHELVGKDCRDGFYEAELCPDRCIHSFQNLGIQCVKKRDLEQAISQRIQTNNNPFQVPIEEQRGDYDLNAVRLCFQVTVRDPSGRPLRLPPVLSHPIFDNRAPNTAELKICRVNRNSGSCLGGDEIFLLCDKVQKEDIEVYFTGPGWEARGSFSQADVHRQVAIVFRTPPYADPSLQAPVRVSMQLRRPSDRELSEPMEFQYLPDTDDRHRIEEKRKRTYETFKSIMKKSPFSGPTDPRPPPRRIAVPSRSSASVPKPAPQPYPFTSSLSTINYDEFPTMVFPSGQISQASALAPAPPQVLPQAPAPAPAPAMVSALAQAPAPVPVLAPGPPQAVAPPAPKPTQAGEGTLSEALLQLQFDDEDLGALLGNSTDPAVFTDLASVDNSEFQQLLNQGIPVAPHTTEPMLMEYPEAI.... The pIC50 is 5.0. (7) The compound is COc1ccc(C(=O)Nc2ccc(C(=O)N(c3ccncn3)c3ccccc3Cl)cc2)cc1. The target protein sequence is MAPKPKPWVQTEGPEKKKGRQAGREEDPFRSTAEALKAIPAEKRIIRVDPTCPLSSNPGTQVYEDYNCTLNQTNIENNNNKFYIIQLLQDSNRFFTCWNHWGRVGEVGQSKINHFTRLEDAKKDFEKKFREKTKNNWAERDHFVSHPGKYTLIEVQAEDEAQEAVVKVDRGPVRTVTKRVQPCSLDPATQKLITNIFSKEMFKNTMALMDLDVKKMPLGKLSKQQIARGFEALEALEEALKGPTDGGQSLEELSSHFYTVIPHNFGHSQPPPINSPELLQAKKDMLLVLADIELAQALQAVSEQEKTVEEVPHPLDRDYQLLKCQLQLLDSGAPEYKVIQTYLEQTGSNHRCPTLQHIWKVNQEGEEDRFQAHSKLGNRKLLWHGTNMAVVAAILTSGLRIMPHSGGRVGKGIYFASENSKSAGYVIGMKCGAHHVGYMFLGEVALGREHHINTDNPSLKSPPPGFDSVIARGHTEPDPTQDTELELDGQQVVVPQGQPV.... The pIC50 is 4.0. (8) The compound is CC(C)(C)NCCCNC(=O)c1cc(C(F)(F)F)ccn1. The target protein sequence is MRRREGHGTDSEMGQGPVRESQSSDPPALQFRISEYKPLNMAGVEQPPSPELRQEGVTEYEDGGAPAGDGEAGPQQAEDHPQNPPEDPNQDPPEDDSTCQCQACGPHQAAGPDLGSSNDGCPQLFQERSVIVENSSGSTSASELLKPMKKRKRREYQSPSEEESEPEAMEKQEEGKDPEGQPTASTPESEEWSSSQPATGEKKECWSWESYLEEQKAITAPVSLFQDSQAVTHNKNGFKLGMKLEGIDPQHPSMYFILTVAEVCGYRLRLHFDGYSECHDFWVNANSPDIHPAGWFEKTGHKLQPPKGYKEEEFSWSQYLRSTRAQAAPKHLFVSQSHSPPPLGFQVGMKLEAVDRMNPSLVCVASVTDVVDSRFLVHFDNWDDTYDYWCDPSSPYIHPVGWCQKQGKPLTPPQDYPDPDNFCWEKYLEETGASAVPTWAFKVRPPHSFLVNMKLEAVDRRNPALIRVASVEDVEDHRIKIHFDGWSHGYDFWIDADHPD.... The pIC50 is 4.0. (9) The drug is Cc1cc(CN)cc(C)c1NC(=O)c1ccc(-c2cc(Cl)ccc2Cl)o1. The target protein (Q9H228) has sequence MESGLLRPAPVSEVIVLHYNYTGKLRGARYQPGAGLRADAVVCLAVCAFIVLENLAVLLVLGRHPRFHAPMFLLLGSLTLSDLLAGAAYAANILLSGPLTLKLSPALWFAREGGVFVALTASVLSLLAIALERSLTMARRGPAPVSSRGRTLAMAAAAWGVSLLLGLLPALGWNCLGRLDACSTVLPLYAKAYVLFCVLAFVGILAAICALYARIYCQVRANARRLPARPGTAGTTSTRARRKPRSLALLRTLSVVLLAFVACWGPLFLLLLLDVACPARTCPVLLQADPFLGLAMANSLLNPIIYTLTNRDLRHALLRLVCCGRHSCGRDPSGSQQSASAAEASGGLRRCLPPGLDGSFSGSERSSPQRDGLDTSGSTGSPGAPTAARTLVSEPAAD. The pIC50 is 5.3. (10) The drug is Cc1cccc(-c2cnc(N)c(C(=O)N[C@H]3CCC[C@@H]3OCc3ccc(-c4ccc(CN5CCN(C)CC5)cc4)cc3)c2)c1. The target protein (Q12866) has sequence MGPAPLPLLLGLFLPALWRRAITEAREEAKPYPLFPGPFPGSLQTDHTPLLSLPHASGYQPALMFSPTQPGRPHTGNVAIPQVTSVESKPLPPLAFKHTVGHIILSEHKGVKFNCSISVPNIYQDTTISWWKDGKELLGAHHAITQFYPDDEVTAIIASFSITSVQRSDNGSYICKMKINNEEIVSDPIYIEVQGLPHFTKQPESMNVTRNTAFNLTCQAVGPPEPVNIFWVQNSSRVNEQPEKSPSVLTVPGLTEMAVFSCEAHNDKGLTVSKGVQINIKAIPSPPTEVSIRNSTAHSILISWVPGFDGYSPFRNCSIQVKEADPLSNGSVMIFNTSALPHLYQIKQLQALANYSIGVSCMNEIGWSAVSPWILASTTEGAPSVAPLNVTVFLNESSDNVDIRWMKPPTKQQDGELVGYRISHVWQSAGISKELLEEVGQNGSRARISVQVHNATCTVRIAAVTRGGVGPFSDPVKIFIPAHGWVDYAPSSTPAPGNAD.... The pIC50 is 8.0.